Predict the reactants needed to synthesize the given product. From a dataset of Full USPTO retrosynthesis dataset with 1.9M reactions from patents (1976-2016). (1) Given the product [C:1]([O:5][C@@H:6]([C:10]1[C:11]([CH3:41])=[N:12][C:13]2[N:14]([N:28]=[C:29]([C:31]3[NH:35][C:34]4[CH:36]=[CH:37][C:38]([C:50]5[CH:55]=[CH:54][CH:53]=[CH:52][CH:51]=5)=[CH:39][C:33]=4[N:32]=3)[CH:30]=2)[C:15]=1[C:16]1[C:17]([CH3:27])=[C:18]2[C:23](=[C:24]([F:26])[CH:25]=1)[O:22][CH2:21][CH2:20][CH2:19]2)[C:7]([OH:9])=[O:8])([CH3:4])([CH3:3])[CH3:2], predict the reactants needed to synthesize it. The reactants are: [C:1]([O:5][C@@H:6]([C:10]1[C:11]([CH3:41])=[N:12][C:13]2[N:14]([N:28]=[C:29]([C:31]3[NH:35][C:34]4[CH:36]=[CH:37][C:38](Cl)=[CH:39][C:33]=4[N:32]=3)[CH:30]=2)[C:15]=1[C:16]1[C:17]([CH3:27])=[C:18]2[C:23](=[C:24]([F:26])[CH:25]=1)[O:22][CH2:21][CH2:20][CH2:19]2)[C:7]([OH:9])=[O:8])([CH3:4])([CH3:3])[CH3:2].CC1(C)C(C)(C)OB([C:50]2[CH:55]=[CH:54][CH:53]=[CH:52][CH:51]=2)O1.[O-]P([O-])([O-])=O.[K+].[K+].[K+].C1(P(C2CCCCC2)C2C=CC=CC=2C2C(OC)=CC=CC=2OC)CCCCC1. (2) The reactants are: [CH3:1][C:2]1[N:6]([CH2:7][C:8]([N:10]2[CH2:15][CH2:14][CH:13]([N:16]3[CH:20]=[C:19]([C:21]([OH:23])=O)[CH:18]=[N:17]3)[CH2:12][CH2:11]2)=[O:9])[N:5]=[C:4]([C:24]([F:27])([F:26])[F:25])[CH:3]=1.C(Cl)(=O)C(Cl)=O.[CH3:34][NH:35][C@H:36]1[C:45]2[C:40](=[CH:41][CH:42]=[CH:43][CH:44]=2)[CH2:39][CH2:38][CH2:37]1.C(N(CC)CC)C. Given the product [CH3:34][N:35]([C@H:36]1[C:45]2[C:40](=[CH:41][CH:42]=[CH:43][CH:44]=2)[CH2:39][CH2:38][CH2:37]1)[C:21]([C:19]1[CH:18]=[N:17][N:16]([CH:13]2[CH2:14][CH2:15][N:10]([C:8](=[O:9])[CH2:7][N:6]3[C:2]([CH3:1])=[CH:3][C:4]([C:24]([F:25])([F:26])[F:27])=[N:5]3)[CH2:11][CH2:12]2)[CH:20]=1)=[O:23], predict the reactants needed to synthesize it. (3) Given the product [CH3:41][N:42]1[CH2:47][CH2:46][N:45]([C:48]2[CH:49]=[CH:50][C:51]([NH:54][C:55]3[S:56][C:38]([C:34]4[CH:35]=[CH:36][CH:37]=[C:32]([C:29]5[CH:30]=[CH:31][S:27][CH:28]=5)[CH:33]=4)=[CH:39][N:57]=3)=[CH:52][CH:53]=2)[CH2:44][CH2:43]1, predict the reactants needed to synthesize it. The reactants are: C1(C2SC(NC3C=CC(OCCN4CCCC4)=CC=3)=NC=2)C=CC=CC=1.[S:27]1[CH:31]=[CH:30][C:29]([C:32]2[CH:33]=[C:34]([CH2:38][CH:39]=O)[CH:35]=[CH:36][CH:37]=2)=[CH:28]1.[CH3:41][N:42]1[CH2:47][CH2:46][N:45]([C:48]2[CH:53]=[CH:52][C:51]([NH:54][C:55]([NH2:57])=[S:56])=[CH:50][CH:49]=2)[CH2:44][CH2:43]1. (4) The reactants are: [Cl:1][C:2]1[CH:3]=[N:4][CH:5]=[C:6]([Cl:20])[C:7]=1[S:8][C:9]1[S:13][C:12]([C:14]([OH:16])=O)=[CH:11][C:10]=1[N+:17]([O-:19])=[O:18].[CH3:21][S:22]([C:25]1[CH:26]=[C:27]([CH2:31][NH2:32])[CH:28]=[CH:29][CH:30]=1)(=[O:24])=[O:23]. Given the product [Cl:20][C:6]1[CH:5]=[N:4][CH:3]=[C:2]([Cl:1])[C:7]=1[S:8][C:9]1[S:13][C:12]([C:14]([NH:32][CH2:31][C:27]2[CH:28]=[CH:29][CH:30]=[C:25]([S:22]([CH3:21])(=[O:24])=[O:23])[CH:26]=2)=[O:16])=[CH:11][C:10]=1[N+:17]([O-:19])=[O:18], predict the reactants needed to synthesize it.